From a dataset of Experimentally validated miRNA-target interactions with 360,000+ pairs, plus equal number of negative samples. Binary Classification. Given a miRNA mature sequence and a target amino acid sequence, predict their likelihood of interaction. The miRNA is hsa-miR-548h-3p with sequence CAAAAACCGCAAUUACUUUUGCA. The protein sequence of the target gene is MEAERGPERRPAERSSPGQTPEEGAQALAEFAALHGPALRASGVPERYWGRLLHKLEHEVFDAGEVFGIMQVEEVEEEEDEAAREVRKQQPNPGNELCYKVIVTRESGLQAAHPNSIFLIDHAWTCRVEHARQQLQQVPGLLHRMANLMGIEFHGELPSTEAVALVLEEMWKFNQTYQLAHGTAEEKMPVWYIMDEFGSRIQHADVPSFATAPFFYMPQQVAYTLLWPLRDLDTGEEVTRDFAYGETDPLIRKCMLLPWAPTDMLDLSSCTPEPPAEHYQAILEENKEKLPLDINPVVHP.... Result: 0 (no interaction).